This data is from Experimentally validated miRNA-target interactions with 360,000+ pairs, plus equal number of negative samples. The task is: Binary Classification. Given a miRNA mature sequence and a target amino acid sequence, predict their likelihood of interaction. (1) The miRNA is hsa-miR-365b-5p with sequence AGGGACUUUCAGGGGCAGCUGU. The protein sequence of the target gene is MSLERELRQLSKAKAKAQRAGQRREEAALCHQLGELLAGHGRYAEALEQHWQELQLRERADDPLGCAVAHRKIGERLAEMEDYPAALQHQHQYLELAHSLRNHTELQRAWATIGRTHLDIYDHCQSRDALLQAQAAFEKSLAIVDEELEGTLAQGELNEMRTRLYLNLGLTFESLQQTALCNDYFRKSIFLAEQNHLYEDLFRARYNLGTIHWRAGQHSQAMRCLEGARECAHTMRKRFMESECCVVIAQVLQDLGDFLAAKRALKKAYRLGSQKPVQRAAICQNLQHVLAVVRLQQQLE.... Result: 1 (interaction). (2) The miRNA is hsa-miR-3150b-5p with sequence CAACCUCGAGGAUCUCCCCAGC. The protein sequence of the target gene is MQNSEGGADSPASVALRPSAAAPPVPASPQRVLVQAASSNPKGAQMQPISLPRVQQVPQQVQPVQHVYPAQVQYVEGGDAVYTNGAIRTAYTYNPEPQMYAPSSTASYFEAPGGAQVTVAASSPPAVPSHSMVGITMDVGGSPIVSSAGAYLIHGGMDSTRHSLAHTSRSSPATLEMAIENLQKSEGITSHKSGLLNSHLQWLLDNYETAEGVSLPRSSLYNHYLRHCQEHKLDPVNAASFGKLIRSVFMGLRTRRLGTRGNSKYHYYGIRLKPDSPLNRLQEDTQYMAMRQQPMHQKPR.... Result: 1 (interaction). (3) The miRNA is mmu-miR-301b-3p with sequence CAGUGCAAUGGUAUUGUCAAAGC. The protein sequence of the target gene is MECPHLSSSVCIAPDSAKFPNGSPSSWCCSVCRSNKSPWVCLTCSSVHCGRYVNGHAKKHYEDAQIPLLNHKRSEKQEKAQHTVCMDCSSYSTYCYRCDDFVVNDTKLGLVQKVREHLQNLENSAFTADRHRKRKLLENSSLNSKLLKVNGSTTAICATGLRNLGNTCFMNAILQSLSNIEQFCCYFKELPAVELRNGKTAGRRTYHTRSQGDSNVSLVEEFRKTLCALWQGSQTAFSPESLFYVVWKIMPNFRGYQQQDAHEFMRYLLDHLHLELQGGFNGVSRSAILQENSTLSASNK.... Result: 1 (interaction). (4) The miRNA is hsa-miR-128-3p with sequence UCACAGUGAACCGGUCUCUUU. Result: 1 (interaction). The protein sequence of the target gene is MAAAALRFPVQGTVTFEDVAVKFTQEEWNLLSEAQRCLYRDVTLENLALMSSLGCWCGVEDEAAPSKQSIYIQRETQVRTPMAGVSPKKAHPCEMCGPILGDILHVADHQGTHHKQKLHRCEAWGNKLYDSGNFHQHQNEHIGEKPYRGSVEEALFAKRCKLHVSGESSVFSESGKDFLLRSGLLQQEATHTGKSNSKTECVSLFHGGKSHYSCGGCMKHFSTKDILSQHERLLPTEEPSVWCECGKSSSKYDSFSNHQGVHTREKPYTCGICGKLFNSKSHLLVHQRIHTGEKPYECEV.... (5) The miRNA is mmu-miR-101a-3p with sequence UACAGUACUGUGAUAACUGAA. The protein sequence of the target gene is MEGVRVPIACALILLAISSITSASIVEHTFNVQNLTVSRLCKRQVITVVNGSLPGPTIRVKEGDSLVIHVLNHSPHNITIHWHGIFHKLTVWADGPSMITQCPIQPGQRYAYRFNITGQEGTLWWHAHASFLRATVYGALVIRPKSGHSYPFPKPHKEVPILFGEWWNTDVVALEEAAIATGVPPNNSDAYTINGRPGNLYPCSKDRMFSLNVVKGKRYLLRIINAAMNIQLFFKIANHRLTVVAADAVYTAPYVTDVIVIAPGQTIDALLFADQSVDTSYYMAAHPYASAPAVPFPNTT.... Result: 0 (no interaction). (6) The miRNA is hsa-miR-186-5p with sequence CAAAGAAUUCUCCUUUUGGGCU. The protein sequence of the target gene is MTFEDVAVYFSQEEWGLLDTAQRALYRHVMLENFTLVTSLGLSTSRPRVVIQLERGEEPWVPSGKDMTLARNTYGRLNSGSWSLTEDRDVSGEWPRAFPDTPPGMTTSVFPVADACHSVKSLQRQPGASPSQERKPTGVSVIYWERLLLGSRSDQASISLRLTSPLRPPKSSRPREKTFTEYRVPGRQPRTPERQKPCAQEVPGRAFGNASDLKAASGGRDRRMGAAWQEPHRLLGGQEPSTWDELGEALHAGEKSFECRACSKVFVKSSDLLKHLRTHTGERPYECTQCGKAFSQTSHL.... Result: 1 (interaction). (7) The miRNA is mmu-miR-219a-5p with sequence UGAUUGUCCAAACGCAAUUCU. The protein sequence of the target gene is MATTATCTRFTDDYQLFEELGKGAFSVVRRCVKKTSTQEYAAKIINTKKLSARDHQKLEREARICRLLKHPNIVRLHDSISEEGFHYLVFDLVTGGELFEDIVAREYYSEADASHCIHQILESVNHIHQHDIVHRDLKPENLLLASKCKGAAVKLADFGLAIEVQGEQQAWFGFAGTPGYLSPEVLRKDPYGKPVDIWACGVILYILLVGYPPFWDEDQHKLYQQIKAGAYDFPSPEWDTVTPEAKNLINQMLTINPAKRITADQALKHPWVCQRSTVASMMHRQETVECLRKFNARRKL.... Result: 1 (interaction). (8) The miRNA is hsa-miR-562 with sequence AAAGUAGCUGUACCAUUUGC. The protein sequence of the target gene is MAATAREDGASGQERGQRGCEHYDRGCLLKAPCCDKLYTCRLCHDNNEDHQLDRFKVKEVQCINCEKIQHAQQTCEECSTLFGEYYCDICHLFDKDKKQYHCENCGICRIGPKEDFFHCLKCNLCLAMNLQGRHKCIENVSRQNCPICLEDIHTSRVVAHVLPCGHLLHRTCYEEMLKEGYRCPLCMHSALDMTRYWRQLDDEVAQTPMPSEYQNMTVDILCNDCNGRSTVQFHILGMKCKICESYNTAQAGGRRISLDQQ. Result: 0 (no interaction).